From a dataset of Full USPTO retrosynthesis dataset with 1.9M reactions from patents (1976-2016). Predict the reactants needed to synthesize the given product. (1) Given the product [C:1]([O:5][C:6]([NH:8][C:9]1[O:17][C:16]2[C:11](=[N:12][CH:13]=[C:14]([CH:18]3[CH2:19][CH2:20]3)[CH:15]=2)[C:10]=1[C:21]([OH:23])=[O:22])=[O:7])([CH3:4])([CH3:2])[CH3:3], predict the reactants needed to synthesize it. The reactants are: [C:1]([O:5][C:6]([NH:8][C:9]1[O:17][C:16]2[C:11](=[N:12][CH:13]=[C:14]([CH:18]3[CH2:20][CH2:19]3)[CH:15]=2)[C:10]=1[C:21]([O:23]CC)=[O:22])=[O:7])([CH3:4])([CH3:3])[CH3:2].O[Li].O.Cl. (2) Given the product [Cl:68][C:33]1[CH:34]=[C:35]([C:36]2[N:37]=[C:38]([C:62]3[NH:66][C:65](=[O:67])[O:64][N:63]=3)[CH:39]=[C:40]3[N:44]=[C:43]([N:45]4[CH2:50][CH2:49][O:48][C@@H:47]5[CH2:51][CH2:52][CH2:53][C@@H:46]45)[N:42]([CH2:54][C@H:55]4[CH2:56][CH2:57][C@H:58]([CH3:61])[CH2:59][CH2:60]4)[C:41]=23)[C:30]([O:29][CH2:28][CH2:27][OH:26])=[N:31][CH:32]=1, predict the reactants needed to synthesize it. The reactants are: CCCC[N+](CCCC)(CCCC)CCCC.[F-].[Si]([O:26][CH2:27][CH2:28][O:29][C:30]1[C:35]([C:36]2[C:41]3[N:42]([CH2:54][C@H:55]4[CH2:60][CH2:59][C@H:58]([CH3:61])[CH2:57][CH2:56]4)[C:43]([N:45]4[CH2:50][CH2:49][O:48][C@@H:47]5[CH2:51][CH2:52][CH2:53][C@@H:46]45)=[N:44][C:40]=3[CH:39]=[C:38]([C:62]3[NH:66][C:65](=[O:67])[O:64][N:63]=3)[N:37]=2)=[CH:34][C:33]([Cl:68])=[CH:32][N:31]=1)(C(C)(C)C)(C)C. (3) The reactants are: [NH:1]1[CH2:6][CH2:5][CH2:4][NH:3][C:2]1=[O:7].CC(C)([O-])C.[K+].[Br:14][C:15]1[CH:20]=[C:19]([N+:21]([O-:23])=[O:22])[CH:18]=[CH:17][C:16]=1F.[Cl-].[Na+]. Given the product [Br:14][C:15]1[CH:20]=[C:19]([N+:21]([O-:23])=[O:22])[CH:18]=[CH:17][C:16]=1[N:1]1[CH2:6][CH2:5][CH2:4][NH:3][C:2]1=[O:7], predict the reactants needed to synthesize it. (4) Given the product [CH3:1][O:2][C:3]1[CH:4]=[CH:5][C:6]([CH2:11][C@@H:12]2[C@@H:17]([CH2:18][C:19]3[CH:20]=[CH:21][C:22]([OH:27])=[C:23]([O:25][CH3:26])[CH:24]=3)[C:15](=[O:16])[O:14][CH2:13]2)=[CH:7][C:8]=1[O:9][CH3:10].[C:28]([O-:40])(=[O:39])[CH2:29][CH2:30][CH2:31][CH2:32][CH2:33][CH2:34][CH2:35][CH2:36][CH2:37][CH3:38], predict the reactants needed to synthesize it. The reactants are: [CH3:1][O:2][C:3]1[CH:4]=[CH:5][C:6]([CH2:11][C@@H:12]2[C@@H:17]([CH2:18][C:19]3[CH:20]=[CH:21][C:22]([OH:27])=[C:23]([O:25][CH3:26])[CH:24]=3)[C:15](=[O:16])[O:14][CH2:13]2)=[CH:7][C:8]=1[O:9][CH3:10].[C:28]([OH:40])(=[O:39])[CH2:29][CH2:30][CH2:31][CH2:32][CH2:33][CH2:34][CH2:35][CH2:36][CH2:37][CH3:38].O. (5) Given the product [C:26]([O:29][CH2:30][C:31]1[C:36]([N:37]2[CH2:49][CH2:48][N:40]3[C:41]4[CH2:42][CH2:43][CH2:44][CH2:45][C:46]=4[CH:47]=[C:39]3[C:38]2=[O:50])=[CH:35][C:34]([F:51])=[CH:33][C:32]=1[C:2]1[CH:3]=[C:4]([NH:10][C:11]2[CH:16]=[CH:15][C:14]([N:17]3[CH2:22][CH2:21][N:20]([CH3:23])[CH:19]([CH2:24][F:25])[CH2:18]3)=[CH:13][N:12]=2)[C:5](=[O:9])[N:6]([CH3:8])[CH:7]=1)(=[O:28])[CH3:27], predict the reactants needed to synthesize it. The reactants are: Br[C:2]1[CH:3]=[C:4]([NH:10][C:11]2[CH:16]=[CH:15][C:14]([N:17]3[CH2:22][CH2:21][N:20]([CH3:23])[CH:19]([CH2:24][F:25])[CH2:18]3)=[CH:13][N:12]=2)[C:5](=[O:9])[N:6]([CH3:8])[CH:7]=1.[C:26]([O:29][CH2:30][C:31]1[C:36]([N:37]2[CH2:49][CH2:48][N:40]3[C:41]4[CH2:42][CH2:43][CH2:44][CH2:45][C:46]=4[CH:47]=[C:39]3[C:38]2=[O:50])=[CH:35][C:34]([F:51])=[CH:33][C:32]=1B1OC(C)(C)C(C)(C)O1)(=[O:28])[CH3:27].[O-]P([O-])([O-])=O.[K+].[K+].[K+].CC([O-])=O.[Na+]. (6) Given the product [Cl:1][C:2]1[CH:10]=[C:9]2[C:5]([CH2:6][C:7](=[O:11])[NH:8]2)=[CH:4][C:3]=1[C:12]1[CH:13]=[CH:14][C:15]([CH2:18][C:19]2[CH:24]=[CH:23][CH:22]=[CH:21][C:20]=2[OH:25])=[CH:16][CH:17]=1, predict the reactants needed to synthesize it. The reactants are: [Cl:1][C:2]1[CH:10]=[C:9]2[C:5]([CH2:6][C:7](=[O:11])[NH:8]2)=[CH:4][C:3]=1[C:12]1[CH:17]=[CH:16][C:15]([CH2:18][C:19]2[CH:24]=[CH:23][CH:22]=[CH:21][C:20]=2[O:25]C)=[CH:14][CH:13]=1.B(Br)(Br)Br.CO. (7) Given the product [OH:36][C:31]1([C:32]([F:35])([F:34])[F:33])[CH2:30][N:10]([C:11]2[CH:16]=[CH:15][C:14]([S:17]([CH3:20])(=[O:19])=[O:18])=[CH:13][CH:12]=2)[C:9]([C:6]2[CH:5]=[CH:4][C:3]([C:2]([F:1])([F:22])[F:23])=[CH:8][CH:7]=2)=[N:21]1, predict the reactants needed to synthesize it. The reactants are: [F:1][C:2]([F:23])([F:22])[C:3]1[CH:8]=[CH:7][C:6]([C:9](=[NH:21])[NH:10][C:11]2[CH:16]=[CH:15][C:14]([S:17]([CH3:20])(=[O:19])=[O:18])=[CH:13][CH:12]=2)=[CH:5][CH:4]=1.C(=O)(O)[O-].[Na+].Br[CH2:30][C:31](=[O:36])[C:32]([F:35])([F:34])[F:33]. (8) The reactants are: Br[C:2]1[CH:3]=[N:4][C:5]([CH3:8])=[N:6][CH:7]=1.[CH3:9][Si:10]([C:13]#[CH:14])([CH3:12])[CH3:11]. Given the product [CH3:8][C:5]1[N:4]=[CH:3][C:2]([C:14]#[C:13][Si:10]([CH3:12])([CH3:11])[CH3:9])=[CH:7][N:6]=1, predict the reactants needed to synthesize it. (9) Given the product [Cl-:1].[OH:6][CH:3]([CH2:4][OH:5])[CH2:2][N+:8]([CH2:9][CH2:10][CH2:11][CH3:12])([CH3:13])[CH3:7], predict the reactants needed to synthesize it. The reactants are: [Cl:1][CH2:2][CH:3]([OH:6])[CH2:4][OH:5].[CH3:7][N:8]([CH3:13])[CH2:9][CH2:10][CH2:11][CH3:12].[OH-].[Na+].CN(C)C. (10) Given the product [CH2:29]([O:16][C:2](=[O:28])[CH:1]=[C:3]1[CH2:8][CH:7]([CH2:17][CH3:27])[CH2:6][CH:5]=[C:4]1[N:10]1[CH2:15][CH2:14][O:13][CH2:12][CH2:11]1)[CH3:35], predict the reactants needed to synthesize it. The reactants are: [CH2:1]([CH:3]1[CH2:8][CH2:7][C:6](=O)[CH2:5][CH2:4]1)[CH3:2].[NH:10]1[CH2:15][CH2:14][O:13][CH2:12][CH2:11]1.[OH2:16].[C:17]1([CH3:27])C=CC(S(O)(=O)=O)=CC=1.[OH2:28].[C:29]1([CH3:35])C=CC=CC=1.